This data is from Full USPTO retrosynthesis dataset with 1.9M reactions from patents (1976-2016). The task is: Predict the reactants needed to synthesize the given product. (1) Given the product [Br:12][C:13]1[CH:18]=[CH:17][CH:16]=[CH:15][C:14]=1[C:3]([F:9])([F:8])[C:4]([F:7])([F:6])[F:5], predict the reactants needed to synthesize it. The reactants are: C[Si](C)(C)[C:3]([F:9])([F:8])[C:4]([F:7])([F:6])[F:5].[Br:12][C:13]1[CH:18]=[CH:17][CH:16]=[CH:15][C:14]=1I.[F-].[K+].CN(C)C=O. (2) Given the product [C:4]1([C:2]2[NH:11][C:12]3[N:17]([CH2:18][CH2:19][CH3:20])[C:16](=[O:21])[NH:15][C:14](=[O:22])[C:13]=3[CH:1]=2)[CH:9]=[CH:8][CH:7]=[CH:6][CH:5]=1, predict the reactants needed to synthesize it. The reactants are: [CH2:1](Br)[C:2]([C:4]1[CH:9]=[CH:8][CH:7]=[CH:6][CH:5]=1)=O.[NH2:11][C:12]1[N:17]([CH2:18][CH2:19][CH3:20])[C:16](=[O:21])[NH:15][C:14](=[O:22])[CH:13]=1. (3) Given the product [C:1]12([C:14]3[CH:15]=[CH:16][CH:17]=[CH:18][C:13]=3[CH2:12][O:11]1)[CH2:6][CH2:5][CH:4]([CH2:7][NH2:8])[CH2:3][CH2:2]2, predict the reactants needed to synthesize it. The reactants are: [C:1]12([C:14]3[CH:15]=[CH:16][CH:17]=[CH:18][C:13]=3[CH2:12][O:11]1)[CH2:6][CH2:5][CH:4]([CH2:7][N:8]=[N+]=[N-])[CH2:3][CH2:2]2. (4) Given the product [CH3:36][O:35][C:23]1[CH:24]=[C:25]([CH2:28][CH2:29][C:30]([OH:32])=[O:31])[CH:26]=[CH:27][C:22]=1[O:10][CH2:9][CH2:8][CH2:7][C:6]1[C:2]([CH3:1])=[N:3][N:4]([C:11]2[CH:16]=[CH:15][C:14]([C:17]([F:19])([F:20])[F:18])=[CH:13][N:12]=2)[CH:5]=1, predict the reactants needed to synthesize it. The reactants are: [CH3:1][C:2]1[C:6]([CH2:7][CH2:8][CH2:9][OH:10])=[CH:5][N:4]([C:11]2[CH:16]=[CH:15][C:14]([C:17]([F:20])([F:19])[F:18])=[CH:13][N:12]=2)[N:3]=1.O[C:22]1[CH:27]=[CH:26][C:25]([CH2:28][CH2:29][C:30]([O:32]CC)=[O:31])=[CH:24][C:23]=1[O:35][CH3:36].C(P(CCCC)CCCC)CCC.N(C(N1CCCCC1)=O)=NC(N1CCCCC1)=O. (5) Given the product [CH:2]([C:3]1[C:4]([CH3:26])=[C:5]([C:9]2[N:13]=[C:12]([C:14]3[CH:15]=[CH:16][C:17]([O:22][CH:23]([CH3:24])[CH3:25])=[C:18]([CH:21]=3)[C:19]#[N:20])[O:11][N:10]=2)[CH:6]=[CH:7][CH:8]=1)=[O:1], predict the reactants needed to synthesize it. The reactants are: [OH:1][CH2:2][C:3]1[C:4]([CH3:26])=[C:5]([C:9]2[N:13]=[C:12]([C:14]3[CH:15]=[CH:16][C:17]([O:22][CH:23]([CH3:25])[CH3:24])=[C:18]([CH:21]=3)[C:19]#[N:20])[O:11][N:10]=2)[CH:6]=[CH:7][CH:8]=1.CC(OI1(OC(C)=O)(OC(C)=O)OC(=O)C2C=CC=CC1=2)=O.